This data is from Reaction yield outcomes from USPTO patents with 853,638 reactions. The task is: Predict the reaction yield, written as a fraction of the theoretical maximum amount of product (1.0 means a 100% yield; for example, 0.34 means a 34% yield). (1) The reactants are [CH2:1]([C@@:5]1([CH2:32][CH3:33])[NH:11][C@H:10]([C:12]2[CH:17]=[CH:16][CH:15]=[CH:14][CH:13]=2)[C:9]2[CH:18]=[C:19]([O:28][CH3:29])[C:20]([CH2:22][NH:23][C:24](=[O:27])[CH2:25]Cl)=[CH:21][C:8]=2[S:7](=[O:31])(=[O:30])[CH2:6]1)[CH2:2][CH2:3][CH3:4].C(O)C.O.[S:38]([O-:41])([O-:40])=[O:39].[Na+].[Na+]. The catalyst is C(O)(=O)C. The product is [CH2:1]([C@@:5]1([CH2:32][CH3:33])[NH:11][C@H:10]([C:12]2[CH:17]=[CH:16][CH:15]=[CH:14][CH:13]=2)[C:9]2[CH:18]=[C:19]([O:28][CH3:29])[C:20]([CH2:22][NH:23][C:24](=[O:27])[CH2:25][S:38]([OH:41])(=[O:40])=[O:39])=[CH:21][C:8]=2[S:7](=[O:31])(=[O:30])[CH2:6]1)[CH2:2][CH2:3][CH3:4]. The yield is 0.520. (2) The reactants are [NH2:1][C:2]([CH3:29])([CH3:28])[CH2:3][NH:4][CH:5]([C:9]1[N:18]([CH2:19][C:20]2[CH:25]=[CH:24][CH:23]=[CH:22][CH:21]=2)[C:17](=[O:26])[C:16]2[C:11](=[CH:12][C:13]([Cl:27])=[CH:14][CH:15]=2)[N:10]=1)[CH:6]([CH3:8])[CH3:7].C(N(CC)CC)C.[F:37][C:38]1[CH:39]=[C:40]([CH:44]=[CH:45][C:46]=1[CH3:47])[C:41](Cl)=[O:42]. The yield is 0.680. The catalyst is ClCCl. The product is [CH2:19]([N:18]1[C:17](=[O:26])[C:16]2[C:11](=[CH:12][C:13]([Cl:27])=[CH:14][CH:15]=2)[N:10]=[C:9]1[CH:5]([NH:4][CH2:3][C:2]([NH:1][C:41](=[O:42])[C:40]1[CH:44]=[CH:45][C:46]([CH3:47])=[C:38]([F:37])[CH:39]=1)([CH3:29])[CH3:28])[CH:6]([CH3:8])[CH3:7])[C:20]1[CH:21]=[CH:22][CH:23]=[CH:24][CH:25]=1. (3) The reactants are [Br:1][C:2]1[CH:7]=[CH:6][C:5]([C:8]2[CH:9]=[N:10][NH:11][CH:12]=2)=[CH:4][CH:3]=1.C([O-])([O-])=O.[K+].[K+].I[CH2:20][CH2:21][O:22][CH3:23]. The catalyst is CN(C=O)C. The product is [Br:1][C:2]1[CH:3]=[CH:4][C:5]([C:8]2[CH:12]=[N:11][N:10]([CH2:20][CH2:21][O:22][CH3:23])[CH:9]=2)=[CH:6][CH:7]=1. The yield is 0.940. (4) The reactants are [NH2:1][C:2]1[CH:3]=[C:4]([CH:7]=[CH:8][N:9]=1)[C:5]#[N:6].CCN(CC)CC. The catalyst is CCO.[Pd]. The product is [NH2:6][CH2:5][C:4]1[CH:7]=[CH:8][N:9]=[C:2]([NH2:1])[CH:3]=1. The yield is 0.890. (5) The reactants are C[N:2](C)/[CH:3]=[CH:4]/[C:5]([C:7]1[CH:12]=[CH:11][CH:10]=[C:9]([C:13]([F:16])([F:15])[F:14])[CH:8]=1)=O.C(O)C.[NH2:21]N. No catalyst specified. The product is [F:14][C:13]([F:16])([F:15])[C:9]1[CH:8]=[C:7]([C:5]2[CH:4]=[CH:3][NH:2][N:21]=2)[CH:12]=[CH:11][CH:10]=1. The yield is 0.890. (6) The reactants are C1COCC1.[C:6]([NH:10][S:11]([C:14]1[S:15][C:16]([Cl:19])=[CH:17][CH:18]=1)(=[O:13])=[O:12])([CH3:9])([CH3:8])[CH3:7].C([Li])CCC.C1(S(N(S(C2C=CC=CC=2)(=O)=O)[F:35])(=O)=O)C=CC=CC=1. The catalyst is CCCCCC. The product is [C:6]([NH:10][S:11]([C:14]1[S:15][C:16]([Cl:19])=[CH:17][C:18]=1[F:35])(=[O:12])=[O:13])([CH3:9])([CH3:7])[CH3:8]. The yield is 1.00. (7) The reactants are C(=O)([O-])[O-].[Cs+].[Cs+].CS([O:11][CH2:12][C:13]([CH3:18])([N+:15]([O-:17])=[O:16])[CH3:14])(=O)=O.O[C:20]1[CH:25]=[CH:24][C:23]([NH:26][C:27](=[O:29])[CH3:28])=[CH:22][C:21]=1[C:30]1[N:31]([CH3:35])[N:32]=[CH:33][CH:34]=1. The catalyst is CC(N(C)C)=O. The product is [CH3:35][N:31]1[C:30]([C:21]2[CH:22]=[C:23]([NH:26][C:27](=[O:29])[CH3:28])[CH:24]=[CH:25][C:20]=2[O:11][CH2:12][C:13]([CH3:18])([N+:15]([O-:17])=[O:16])[CH3:14])=[CH:34][CH:33]=[N:32]1. The yield is 0.830.